This data is from Forward reaction prediction with 1.9M reactions from USPTO patents (1976-2016). The task is: Predict the product of the given reaction. (1) Given the reactants [CH:1]1([C:4]2[N:9]=[C:8]([CH:10]=O)[CH:7]=[CH:6][N:5]=2)[CH2:3][CH2:2]1.Cl.NO.C([N:17](CC)CC)C.CCCP(=O)=O, predict the reaction product. The product is: [CH:1]1([C:4]2[N:9]=[C:8]([C:10]#[N:17])[CH:7]=[CH:6][N:5]=2)[CH2:3][CH2:2]1. (2) Given the reactants [CH2:1]([C:5]1[C:6]([OH:14])=[C:7]([C:10](O)=[CH:11][CH:12]=1)[CH:8]=[O:9])[CH2:2][CH2:3][CH3:4].[C:15](=[O:18])([O-])[O-].[K+].[K+].[CH2:21](Br)[C:22]1[CH:27]=[CH:26][CH:25]=[CH:24][CH:23]=1.O, predict the reaction product. The product is: [CH2:21]([O:14][C:6]1[C:5]([CH2:1][CH2:2][CH2:3][CH3:4])=[CH:12][CH:11]=[C:10]([O:18][CH2:15][C:5]2[CH:6]=[CH:7][CH:10]=[CH:11][CH:12]=2)[C:7]=1[CH:8]=[O:9])[C:22]1[CH:27]=[CH:26][CH:25]=[CH:24][CH:23]=1. (3) The product is: [CH2:54]([O:56][C:57](=[O:64])[C@H:58]([CH3:63])[CH2:59][C@@H:60]([CH3:26])[CH2:61][C:9](=[O:10])[CH:8]([CH2:12][C:13]1[CH:18]=[CH:17][C:16]([C:19]2[CH:24]=[CH:23][CH:22]=[CH:21][CH:20]=2)=[CH:15][CH:14]=1)[CH2:7][C:6]([O:5][C:1]([CH3:4])([CH3:3])[CH3:2])=[O:25])[CH3:55]. Given the reactants [C:1]([O:5][C:6](=[O:25])[CH2:7][CH:8]([CH2:12][C:13]1[CH:18]=[CH:17][C:16]([C:19]2[CH:24]=[CH:23][CH:22]=[CH:21][CH:20]=2)=[CH:15][CH:14]=1)[C:9](O)=[O:10])([CH3:4])([CH3:3])[CH3:2].[CH:26]1C=CC2N(O)N=NC=2C=1.CCN=C=NCCCN(C)C.FC(F)(F)C(O)=O.[CH2:54]([O:56][C:57](=[O:64])[C@H:58]([CH3:63])[CH2:59][C@H:60](N)[CH3:61])[CH3:55].C(N(CC)CC)C, predict the reaction product. (4) Given the reactants Cl[C:2]1[CH:7]=[C:6]([C:8]2[CH:13]=[CH:12][CH:11]=[CH:10][CH:9]=2)[N:5]=[C:4]([NH:14][C:15](=[O:32])[CH2:16][CH2:17][C:18]([C:20]2[CH:25]=[CH:24][C:23]([O:26][CH2:27][CH3:28])=[C:22]([O:29][CH2:30][CH3:31])[CH:21]=2)=[O:19])[CH:3]=1.C1(C2C=CC=CC=2)C=CC=CC=1P(C1CCCCC1)C1CCCCC1.C(=O)([O-])[O-].[K+].[K+].[OH:64][C:65]1[CH:70]=[CH:69][CH:68]=[CH:67][C:66]=1B(O)O, predict the reaction product. The product is: [CH2:30]([O:29][C:22]1[CH:21]=[C:20]([C:18](=[O:19])[CH2:17][CH2:16][C:15]([NH:14][C:4]2[CH:3]=[C:2]([C:66]3[CH:67]=[CH:68][CH:69]=[CH:70][C:65]=3[OH:64])[CH:7]=[C:6]([C:8]3[CH:13]=[CH:12][CH:11]=[CH:10][CH:9]=3)[N:5]=2)=[O:32])[CH:25]=[CH:24][C:23]=1[O:26][CH2:27][CH3:28])[CH3:31]. (5) Given the reactants [NH2:1][C:2]1[S:3][C:4]2[C:9]([N:10]=1)=[CH:8][CH:7]=[C:6]([O:11][C:12]1[C:13]([Cl:33])=[CH:14][C:15]([F:32])=[C:16]([NH:18][C:19](=[O:31])[C:20]3[CH:25]=[CH:24][CH:23]=[C:22]([C:26]([C:29]#[N:30])([CH3:28])[CH3:27])[CH:21]=3)[CH:17]=1)[N:5]=2.C([O:37][CH2:38][C:39](Cl)=[O:40])(=O)C.C(=O)([O-])[O-].[Na+].[Na+], predict the reaction product. The product is: [Cl:33][C:13]1[C:12]([O:11][C:6]2[N:5]=[C:4]3[S:3][C:2]([NH:1][C:38](=[O:37])[CH2:39][OH:40])=[N:10][C:9]3=[CH:8][CH:7]=2)=[CH:17][C:16]([NH:18][C:19](=[O:31])[C:20]2[CH:25]=[CH:24][CH:23]=[C:22]([C:26]([C:29]#[N:30])([CH3:28])[CH3:27])[CH:21]=2)=[C:15]([F:32])[CH:14]=1. (6) Given the reactants [CH3:1][O:2][C:3]1[CH:4]=[C:5]([C:15](=[O:18])[CH2:16][CH3:17])[CH:6]=[CH:7][C:8]=1[C:9]1[CH:14]=[CH:13][CH:12]=[CH:11][N:10]=1.[Br:19]Br.C([O-])(O)=O.[Na+], predict the reaction product. The product is: [Br:19][CH:16]([CH3:17])[C:15]([C:5]1[CH:6]=[CH:7][C:8]([C:9]2[CH:14]=[CH:13][CH:12]=[CH:11][N:10]=2)=[C:3]([O:2][CH3:1])[CH:4]=1)=[O:18]. (7) The product is: [CH:1](=[N:13][CH2:14][C:15]([O:17][C:18]([CH3:21])([CH3:20])[CH3:19])=[O:16])[C:2]1[CH:7]=[CH:6][CH:5]=[CH:4][CH:3]=1. Given the reactants [CH:1](=O)[C:2]1[CH:7]=[CH:6][CH:5]=[CH:4][CH:3]=1.C(O)(=O)C.[NH2:13][CH2:14][C:15]([O:17][C:18]([CH3:21])([CH3:20])[CH3:19])=[O:16].C(N(CC)CC)C.S([O-])([O-])(=O)=O.[Na+].[Na+], predict the reaction product. (8) The product is: [OH:8]/[C:7](=[C:6]1\[C:5](=[O:10])[NH:11][C:12](=[O:21])[CH2:13][CH:14]\1[C:15]1[CH:20]=[CH:19][CH:18]=[CH:17][CH:16]=1)/[CH3:9]. Given the reactants [O-]CC.[Na+].[C:5]([NH2:11])(=[O:10])[CH2:6][C:7]([CH3:9])=[O:8].[C:12](OC)(=[O:21])[CH:13]=[CH:14][C:15]1[CH:20]=[CH:19][CH:18]=[CH:17][CH:16]=1.Cl, predict the reaction product.